From a dataset of Peptide-MHC class I binding affinity with 185,985 pairs from IEDB/IMGT. Regression. Given a peptide amino acid sequence and an MHC pseudo amino acid sequence, predict their binding affinity value. This is MHC class I binding data. (1) The peptide sequence is VMGVIGFGF. The MHC is HLA-B58:01 with pseudo-sequence HLA-B58:01. The binding affinity (normalized) is 0.289. (2) The peptide sequence is NAINVELSL. The MHC is HLA-B38:01 with pseudo-sequence HLA-B38:01. The binding affinity (normalized) is 0.377.